Dataset: Catalyst prediction with 721,799 reactions and 888 catalyst types from USPTO. Task: Predict which catalyst facilitates the given reaction. (1) Reactant: [Cl:1][C:2]1[CH:3]=[C:4]([N:11]2[C:15](=[O:16])[NH:14][N:13]=[N:12]2)[CH:5]=[C:6]([N+:8]([O-:10])=[O:9])[CH:7]=1.[CH3:17]N(C=O)C.C([O-])([O-])=O.[K+].[K+].IC. Product: [Cl:1][C:2]1[CH:3]=[C:4]([N:11]2[C:15](=[O:16])[N:14]([CH3:17])[N:13]=[N:12]2)[CH:5]=[C:6]([N+:8]([O-:10])=[O:9])[CH:7]=1. The catalyst class is: 229. (2) Reactant: C=O.[Cl:3][C:4]1[CH:5]=[C:6]([CH:11]([N:13]2[CH2:17][CH2:16][CH:15]([C:18]3([C:24]4[CH:29]=[CH:28][C:27]([F:30])=[CH:26][CH:25]=4)[CH2:23][CH2:22][NH:21][CH2:20][CH2:19]3)[C:14]2=[O:31])[CH3:12])[CH:7]=[C:8]([Cl:10])[CH:9]=1.[BH-](OC(C)=O)(OC(C)=O)O[C:34](C)=O.[Na+]. Product: [Cl:3][C:4]1[CH:5]=[C:6]([CH:11]([N:13]2[CH2:17][CH2:16][CH:15]([C:18]3([C:24]4[CH:25]=[CH:26][C:27]([F:30])=[CH:28][CH:29]=4)[CH2:23][CH2:22][N:21]([CH3:34])[CH2:20][CH2:19]3)[C:14]2=[O:31])[CH3:12])[CH:7]=[C:8]([Cl:10])[CH:9]=1. The catalyst class is: 578. (3) Reactant: [Cl:1][C:2]1[N:7]=[CH:6][C:5]2[C:8](I)=[N:9][N:10]([CH:11]([CH3:13])[CH3:12])[C:4]=2[CH:3]=1.CC1C=CC2C(=C3C(=CC=2)C=CC(C)=N3)N=1.C(=O)([O-])[O-].[Cs+].[Cs+].[O:37]1[CH2:41][CH2:40][CH:39]([OH:42])[CH2:38]1. Product: [Cl:1][C:2]1[N:7]=[CH:6][C:5]2[C:8]([O:42][CH:39]3[CH2:40][CH2:41][O:37][CH2:38]3)=[N:9][N:10]([CH:11]([CH3:13])[CH3:12])[C:4]=2[CH:3]=1. The catalyst class is: 509. (4) Reactant: ClC1C([NH:8][CH2:9][C:10]2[CH:11]=[C:12]3[C:17](=[CH:18][CH:19]=2)[N:16]=[CH:15][C:14]([C:20]2[CH:25]=[CH:24][CH:23]=[CH:22][CH:21]=2)=[N:13]3)=NC=CN=1.[CH:26]1([C:30]([OH:32])=O)[CH2:29][CH2:28][CH2:27]1.C1C=[C:37]2[N:39]=N[N:41](O)[C:36]2=CC=1.O.C(N([CH2:51][CH3:52])C(C)C)(C)C.C(Cl)[Cl:54]. Product: [Cl:54][C:51]1[C:52]([CH:9]([C:10]2[CH:19]=[C:18]3[C:17](=[CH:12][CH:11]=2)[N:16]=[CH:15][C:14]([C:20]2[CH:25]=[CH:24][CH:23]=[CH:22][CH:21]=2)=[N:13]3)[NH:8][C:30]([CH:26]2[CH2:27][CH2:28][CH2:29]2)=[O:32])=[N:41][CH:36]=[CH:37][N:39]=1. The catalyst class is: 344. (5) Reactant: [CH3:1][S@:2](=[O:24])([C:18]1[CH:23]=[CH:22][CH:21]=[CH:20][CH:19]=1)=[N:3][C:4](=[O:17])[C:5]1[CH:10]=[C:9]([C:11]#[C:12][Si](C)(C)C)[CH:8]=[N:7][CH:6]=1.[OH:25][C:26]1[CH:31]=[CH:30][C:29](I)=[CH:28][N:27]=1.C(N(CC)CC)C.[F-].C([N+](CCCC)(CCCC)CCCC)CCC. Product: [OH:25][C:26]1[N:27]=[CH:28][C:29]([C:12]#[C:11][C:9]2[CH:8]=[N:7][CH:6]=[C:5]([CH:10]=2)[C:4]([N:3]=[S@@:2]([CH3:1])(=[O:24])[C:18]2[CH:23]=[CH:22][CH:21]=[CH:20][CH:19]=2)=[O:17])=[CH:30][CH:31]=1. The catalyst class is: 441.